This data is from Reaction yield outcomes from USPTO patents with 853,638 reactions. The task is: Predict the reaction yield, written as a fraction of the theoretical maximum amount of product (1.0 means a 100% yield; for example, 0.34 means a 34% yield). (1) The reactants are Br[C:2]1[C:10]([N+:11]([O-:13])=[O:12])=[CH:9][C:8]([Br:14])=[CH:7][C:3]=1[C:4]([OH:6])=[O:5].[Cl:15][C:16]1[CH:23]=[CH:22][CH:21]=[CH:20][C:17]=1[CH2:18][NH2:19].[OH-].[Na+].CCOCC. The catalyst is C1(C)C=CC=CC=1. The product is [Br:14][C:8]1[CH:9]=[C:10]([N+:11]([O-:13])=[O:12])[C:2]([NH:19][CH2:18][C:17]2[CH:20]=[CH:21][CH:22]=[CH:23][C:16]=2[Cl:15])=[C:3]([CH:7]=1)[C:4]([OH:6])=[O:5]. The yield is 0.615. (2) The reactants are [CH3:1][O:2][C:3]([C@H:5]1[CH2:10][CH2:9][C@H:8]([C:11]([NH:13][NH:14]C(OC(C)(C)C)=O)=[O:12])[CH2:7][CH2:6]1)=[O:4].C(O)(C(F)(F)F)=O.[ClH:29]. The catalyst is C(Cl)Cl.CCOCC. The product is [ClH:29].[NH:13]([C:11]([C@H:8]1[CH2:7][CH2:6][C@H:5]([C:3]([O:2][CH3:1])=[O:4])[CH2:10][CH2:9]1)=[O:12])[NH2:14]. The yield is 0.780.